From a dataset of Reaction yield outcomes from USPTO patents with 853,638 reactions. Predict the reaction yield, written as a fraction of the theoretical maximum amount of product (1.0 means a 100% yield; for example, 0.34 means a 34% yield). (1) The product is [NH:17]1[C:21]2=[N:22][C:23]([NH:26][C:27]3[CH:32]=[CH:31][C:30]([N:33]([S:34]([CH3:37])(=[O:35])=[O:36])[S:38]([CH3:41])(=[O:40])=[O:39])=[CH:29][CH:28]=3)=[N:24][CH:25]=[C:20]2[CH:19]=[N:18]1. The reactants are N1C2C=NC=NC=2C=N1.COC1C=CC(C[N:17]2[C:21]3=[N:22][C:23]([NH:26][C:27]4[CH:32]=[CH:31][C:30]([N:33]([S:38]([CH3:41])(=[O:40])=[O:39])[S:34]([CH3:37])(=[O:36])=[O:35])=[CH:29][CH:28]=4)=[N:24][CH:25]=[C:20]3[CH:19]=[N:18]2)=CC=1. The yield is 0.960. The catalyst is C(O)(C(F)(F)F)=O. (2) The reactants are [CH3:1][O:2][C:3](=[O:16])[C:4]1[CH:9]=[C:8](I)[C:7]([C:11]([F:14])([F:13])[F:12])=[CH:6][C:5]=1[NH2:15].[CH3:17][N:18]1[C:22]([Sn](CCCC)(CCCC)CCCC)=[CH:21][CH:20]=[N:19]1. The yield is 0.760. The product is [CH3:1][O:2][C:3](=[O:16])[C:4]1[CH:9]=[C:8]([C:22]2[N:18]([CH3:17])[N:19]=[CH:20][CH:21]=2)[C:7]([C:11]([F:14])([F:13])[F:12])=[CH:6][C:5]=1[NH2:15]. The catalyst is C1(C=CC=CC=1)[P](C1C=CC=CC=1)(C1C=CC=CC=1)[Pd][P](C1C=CC=CC=1)(C1C=CC=CC=1)C1C=CC=CC=1.O1CCOCC1.